This data is from Full USPTO retrosynthesis dataset with 1.9M reactions from patents (1976-2016). The task is: Predict the reactants needed to synthesize the given product. (1) Given the product [CH3:19][C:13]1[CH:14]=[CH:15][CH:16]=[C:17]([CH3:18])[C:12]=1[C:10]1[NH:11][C:7]2[CH:6]=[C:5]([C:3]([OH:4])=[O:2])[CH:21]=[CH:20][C:8]=2[N:9]=1, predict the reactants needed to synthesize it. The reactants are: C[O:2][C:3]([C:5]1[CH:21]=[CH:20][C:8]2[N:9]=[C:10]([C:12]3[C:17]([CH3:18])=[CH:16][CH:15]=[CH:14][C:13]=3[CH3:19])[NH:11][C:7]=2[CH:6]=1)=[O:4].[OH-].[Na+]. (2) Given the product [CH3:11][C:10]1([CH3:12])[S:9][CH2:8][CH2:7][N:6]([S:13]([C:16]2[CH:17]=[CH:18][C:19]([O:22][CH2:31][C:30]#[C:29][C:23]3[CH:28]=[CH:27][CH:26]=[CH:25][CH:24]=3)=[CH:20][CH:21]=2)(=[O:15])=[O:14])[C@H:5]1[C:3]([O:2][CH3:1])=[O:4], predict the reactants needed to synthesize it. The reactants are: [CH3:1][O:2][C:3]([CH:5]1[C:10]([CH3:12])([CH3:11])[S:9][CH2:8][CH2:7][N:6]1[S:13]([C:16]1[CH:21]=[CH:20][C:19]([OH:22])=[CH:18][CH:17]=1)(=[O:15])=[O:14])=[O:4].[C:23]1([C:29]#[C:30][CH2:31]O)[CH:28]=[CH:27][CH:26]=[CH:25][CH:24]=1.